From a dataset of Forward reaction prediction with 1.9M reactions from USPTO patents (1976-2016). Predict the product of the given reaction. (1) Given the reactants O[C:2]1[C:11]2[C:6](=[CH:7][CH:8]=[C:9]([O:12][CH3:13])[CH:10]=2)[N:5]=[CH:4][C:3]=1[C:14]([O:16][CH2:17][CH3:18])=[O:15].O=P(Cl)(Cl)[Cl:21], predict the reaction product. The product is: [Cl:21][C:2]1[C:11]2[C:6](=[CH:7][CH:8]=[C:9]([O:12][CH3:13])[CH:10]=2)[N:5]=[CH:4][C:3]=1[C:14]([O:16][CH2:17][CH3:18])=[O:15]. (2) Given the reactants [F:1][C:2]1[CH:7]=[CH:6][C:5]([CH:8]([O:10][C:11]([C:13]2[C:21]3[C:16](=[CH:17][CH:18]=[C:19]([CH2:22][CH2:23]OS(C)(=O)=O)[CH:20]=3)[NH:15][C:14]=2[CH3:29])=[O:12])[CH3:9])=[CH:4][CH:3]=1.[NH:30]1[CH2:34][CH2:33][CH2:32][CH2:31]1, predict the reaction product. The product is: [F:1][C:2]1[CH:7]=[CH:6][C:5]([CH:8]([O:10][C:11]([C:13]2[C:21]3[C:16](=[CH:17][CH:18]=[C:19]([CH2:22][CH2:23][N:30]4[CH2:34][CH2:33][CH2:32][CH2:31]4)[CH:20]=3)[NH:15][C:14]=2[CH3:29])=[O:12])[CH3:9])=[CH:4][CH:3]=1.